This data is from Full USPTO retrosynthesis dataset with 1.9M reactions from patents (1976-2016). The task is: Predict the reactants needed to synthesize the given product. (1) Given the product [CH2:1]([N:3]1[CH:4]2[CH2:10][CH2:9][CH:8]1[CH2:7][CH:6]([C:11]1[N:16]3[N:17]=[C:18]([C:28]4[CH:29]=[CH:30][N:31]=[CH:32][CH:33]=4)[C:19]([C:20]4[CH:25]=[CH:24][N:23]=[C:22]([OH:26])[CH:21]=4)=[C:15]3[N:14]=[CH:13][CH:12]=1)[CH2:5]2)[CH3:2], predict the reactants needed to synthesize it. The reactants are: [CH2:1]([N:3]1[CH:8]2[CH2:9][CH2:10][CH:4]1[CH2:5][CH:6]([C:11]1[N:16]3[N:17]=[C:18]([C:28]4[CH:33]=[CH:32][N:31]=[CH:30][CH:29]=4)[C:19]([C:20]4[CH:25]=[CH:24][N:23]=[C:22]([O:26]C)[CH:21]=4)=[C:15]3[N:14]=[CH:13][CH:12]=1)[CH2:7]2)[CH3:2].Cl.N1C=CC=CC=1. (2) Given the product [NH2:30][C:26]1[CH:25]=[CH:24][CH:23]=[C:22]2[C:27]=1[C:28](=[O:29])[C:10]1([NH:9][C:7](=[O:8])[C:6]3[CH:34]=[C:2]([OH:1])[CH:3]=[N:4][CH:5]=3)[C:14]3[CH:15]=[CH:16][C:17]([CH:19]([CH3:20])[CH3:21])=[CH:18][C:13]=3[O:12][C:11]12[OH:33], predict the reactants needed to synthesize it. The reactants are: [OH:1][C:2]1[CH:3]=[N:4][CH:5]=[C:6]([CH:34]=1)[C:7]([NH:9][C:10]12[C:28](=[O:29])[C:27]3[C:22](=[CH:23][CH:24]=[CH:25][C:26]=3[N+:30]([O-])=O)[C:11]1([OH:33])[O:12][C:13]1[CH:18]=[C:17]([CH:19]([CH3:21])[CH3:20])[CH:16]=[CH:15][C:14]=12)=[O:8].[NH4+]=S.